From a dataset of Full USPTO retrosynthesis dataset with 1.9M reactions from patents (1976-2016). Predict the reactants needed to synthesize the given product. Given the product [Br:40][C:41]1[CH:46]=[CH:45][N:44]=[C:43]([NH:47][C:5]([CH:3]2[CH2:4][C:2]2([F:8])[F:1])=[O:6])[CH:42]=1, predict the reactants needed to synthesize it. The reactants are: [F:1][C:2]1([F:8])[CH2:4][CH:3]1[C:5](O)=[O:6].CCN(C(C)C)C(C)C.CN(C(ON1N=NC2C=CC=CC1=2)=[N+](C)C)C.[B-](F)(F)(F)F.[Br:40][C:41]1[CH:46]=[CH:45][N:44]=[C:43]([NH2:47])[CH:42]=1.